From a dataset of CYP2D6 inhibition data for predicting drug metabolism from PubChem BioAssay. Regression/Classification. Given a drug SMILES string, predict its absorption, distribution, metabolism, or excretion properties. Task type varies by dataset: regression for continuous measurements (e.g., permeability, clearance, half-life) or binary classification for categorical outcomes (e.g., BBB penetration, CYP inhibition). Dataset: cyp2d6_veith. (1) The compound is COc1ccccc1CNc1cc(-c2ccoc2)ncn1. The result is 1 (inhibitor). (2) The compound is CC(C)(C)c1ccc([C@@H](O)CCCN2CCC(C(O)(c3ccccc3)c3ccccc3)CC2)cc1. The result is 1 (inhibitor). (3) The compound is COc1ccccc1/C=C/C=N/N1CCN(Cc2cccc3ccccc23)CC1. The result is 1 (inhibitor). (4) The compound is COC(=O)N1CCC2(CC1)CN(C(=O)Nc1cccc(C#N)c1)C2. The result is 0 (non-inhibitor).